The task is: Predict which catalyst facilitates the given reaction.. This data is from Catalyst prediction with 721,799 reactions and 888 catalyst types from USPTO. Reactant: [Cl:1][C:2]1[N:7]=[C:6](Cl)[C:5]([F:9])=[CH:4][N:3]=1.[Cl:10][C:11]1[C:16](B(O)O)=[CH:15][CH:14]=[CH:13][N:12]=1.COCCOC.C([O-])(O)=O.[Na+]. Product: [Cl:1][C:2]1[N:7]=[C:6]([C:16]2[C:11]([Cl:10])=[N:12][CH:13]=[CH:14][CH:15]=2)[C:5]([F:9])=[CH:4][N:3]=1. The catalyst class is: 518.